From a dataset of Full USPTO retrosynthesis dataset with 1.9M reactions from patents (1976-2016). Predict the reactants needed to synthesize the given product. (1) Given the product [Cl:1][C:2]1[N:3]=[C:4]([CH:24]=[N:27][OH:28])[N:5]([C:17]2[CH:22]=[CH:21][C:20]([F:23])=[CH:19][CH:18]=2)[C:6]=1[C:7]1[C:12]([F:13])=[CH:11][C:10]([O:14][CH3:15])=[CH:9][C:8]=1[F:16], predict the reactants needed to synthesize it. The reactants are: [Cl:1][C:2]1[N:3]=[C:4]([CH:24]=O)[N:5]([C:17]2[CH:22]=[CH:21][C:20]([F:23])=[CH:19][CH:18]=2)[C:6]=1[C:7]1[C:12]([F:13])=[CH:11][C:10]([O:14][CH3:15])=[CH:9][C:8]=1[F:16].Cl.[NH2:27][OH:28].C(=O)([O-])[O-].[Na+].[Na+]. (2) Given the product [F:3][C:4]1[CH:5]=[C:6]([C:10]2[CH:11]=[CH:12][C:13]3[O:17][CH2:16][CH:15]([NH:18][C:19]4[CH:20]=[C:21]([CH:30]=[CH:31][CH:32]=4)[O:22][CH2:23][C:24]([OH:26])=[O:25])[C:14]=3[CH:33]=2)[CH:7]=[CH:8][CH:9]=1, predict the reactants needed to synthesize it. The reactants are: [OH-].[Li+].[F:3][C:4]1[CH:5]=[C:6]([C:10]2[CH:11]=[CH:12][C:13]3[O:17][CH2:16][CH:15]([NH:18][C:19]4[CH:20]=[C:21]([CH:30]=[CH:31][CH:32]=4)[O:22][CH2:23][C:24]([O:26]C(C)C)=[O:25])[C:14]=3[CH:33]=2)[CH:7]=[CH:8][CH:9]=1. (3) Given the product [C:31]([C:27]1[CH:26]=[C:25]([C:21]2[CH:22]=[C:23]([O:9][C:8](=[O:37])[NH:7][CH:1]3[CH2:6][CH2:5][CH2:4][CH2:3][CH2:2]3)[CH:24]=[CH:19][CH:20]=2)[O:29][C:28]=1[CH3:30])(=[O:32])[NH2:33], predict the reactants needed to synthesize it. The reactants are: [CH:1]1([N:7]=[C:8]=[O:9])[CH2:6][CH2:5][CH2:4][CH2:3][CH2:2]1.CCN(CC)CC.CO[C:19]1[CH:20]=[C:21]([C:25]2[O:29][C:28]([CH3:30])=[C:27]([C:31]([NH2:33])=[O:32])[CH:26]=2)[CH:22]=[CH:23][CH:24]=1.C1C[O:37]CC1. (4) Given the product [CH2:1]([O:8][C:9]1[C:14](=[O:15])[N:13]2[CH2:26][CH:23]3[CH2:24][CH2:25][N:20]([C:12]2=[N:11][C:10]=1[C:32]([O:34][CH2:35][CH3:36])=[O:33])[CH2:21][CH2:22]3)[C:2]1[CH:3]=[CH:4][CH:5]=[CH:6][CH:7]=1, predict the reactants needed to synthesize it. The reactants are: [CH2:1]([O:8][C:9]1[C:14](=[O:15])[N:13](S(C)(=O)=O)[C:12]([N:20]2[CH2:25][CH2:24][CH:23]([CH2:26]OS(C)(=O)=O)[CH2:22][CH2:21]2)=[N:11][C:10]=1[C:32]([O:34][CH2:35][CH3:36])=[O:33])[C:2]1[CH:7]=[CH:6][CH:5]=[CH:4][CH:3]=1.C([O-])([O-])=O.[K+].[K+].O. (5) Given the product [Cl:1][C:2]1[CH:7]=[C:6]([O:11][CH2:12][CH3:13])[N:5]=[C:4]([S:9][CH3:10])[N:3]=1, predict the reactants needed to synthesize it. The reactants are: [Cl:1][C:2]1[CH:7]=[C:6](Cl)[N:5]=[C:4]([S:9][CH3:10])[N:3]=1.[O-:11][CH2:12][CH3:13].[Na+].O. (6) Given the product [Cl:74][C:71]1[CH:72]=[CH:73][C:68]([C:67]([NH:66][C:10]2[CH:11]=[CH:12][C:13]([NH:15][C:16]3[N:21]=[C:20]([N:22]4[CH2:23][C@@H:24]([NH2:36])[CH2:25][C@@H:26]([NH2:28])[CH2:27]4)[N:19]=[C:18]([N:44]4[CH2:45][C@@H:46]([NH2:58])[CH2:47][C@@H:48]([NH2:50])[CH2:49]4)[N:17]=3)=[CH:14][C:9]=2[OH:8])=[O:76])=[C:69]([OH:75])[CH:70]=1, predict the reactants needed to synthesize it. The reactants are: C([O:8][C:9]1[CH:14]=[C:13]([NH:15][C:16]2[N:21]=[C:20]([N:22]3[CH2:27][C@@H:26]([NH:28]C(OC(C)(C)C)=O)[CH2:25][C@@H:24]([NH:36]C(OC(C)(C)C)=O)[CH2:23]3)[N:19]=[C:18]([N:44]3[CH2:49][C@@H:48]([NH:50]C(OC(C)(C)C)=O)[CH2:47][C@@H:46]([NH:58]C(OC(C)(C)C)=O)[CH2:45]3)[N:17]=2)[CH:12]=[CH:11][C:10]=1[NH:66][C:67](=[O:76])[C:68]1[CH:73]=[CH:72][C:71]([Cl:74])=[CH:70][C:69]=1[OH:75])C1C=CC=CC=1.